Dataset: Catalyst prediction with 721,799 reactions and 888 catalyst types from USPTO. Task: Predict which catalyst facilitates the given reaction. (1) Reactant: Cl[S:2]([OH:5])(=O)=[O:3].[CH2:6]([O:8][C:9](=[O:22])[CH2:10][N:11]1[C:19]2[C:14](=[CH:15][C:16]([F:20])=[CH:17][CH:18]=2)[CH:13]=[C:12]1[CH3:21])[CH3:7].C(N(CC)C(C)C)(C)C.[Cl:32][C:33]1[CH:39]=[CH:38][C:36]([NH2:37])=[CH:35][CH:34]=1. Product: [CH2:6]([O:8][C:9](=[O:22])[CH2:10][N:11]1[C:19]2[C:14](=[CH:15][C:16]([F:20])=[CH:17][CH:18]=2)[C:13]([S:2](=[O:5])(=[O:3])[NH:37][C:36]2[CH:38]=[CH:39][C:33]([Cl:32])=[CH:34][CH:35]=2)=[C:12]1[CH3:21])[CH3:7]. The catalyst class is: 28. (2) Reactant: F[C:2]1[CH:9]=[CH:8][C:7]([N+:10]([O-])=O)=[CH:6][C:3]=1[C:4]#N.CN.C(OC)(=O)C1[C:17](=CC=CC=1)[NH2:18]. Product: [NH2:10][C:7]1[CH:6]=[C:3]2[C:2](=[CH:9][CH:8]=1)[NH:18][CH:17]=[CH:4]2. The catalyst class is: 8. (3) The catalyst class is: 2. Product: [CH3:1][N:9]1[CH2:10][CH2:11][CH:12]([C:14]2[CH:15]=[CH:16][C:17]([N:20]3[CH2:24][C@H:23]([CH2:25][NH:26][C:27](=[O:29])[CH3:28])[O:22][C:21]3=[O:30])=[CH:18][CH:19]=2)[CH2:13][C:8]1=[O:7]. Reactant: [CH2:1]1COCC1.C[O:7][C:8]1[CH:13]=[C:12]([C:14]2[CH:19]=[CH:18][C:17]([N:20]3[CH2:24][C@H:23]([CH2:25][NH:26][C:27](=[O:29])[CH3:28])[O:22][C:21]3=[O:30])=[CH:16][CH:15]=2)[CH:11]=[CH:10][N:9]=1.C(=O)([O-])[O-].[K+].[K+].CI.